This data is from Reaction yield outcomes from USPTO patents with 853,638 reactions. The task is: Predict the reaction yield, written as a fraction of the theoretical maximum amount of product (1.0 means a 100% yield; for example, 0.34 means a 34% yield). The reactants are [OH:1][CH2:2][CH2:3][CH2:4][N:5]1[C:13](=[O:14])[CH:12]2[CH:7](C3OC2C=C3)[C:6]1=[O:16]. The catalyst is C1(C)C=CC=CC=1. The product is [OH:1][CH2:2][CH2:3][CH2:4][N:5]1[C:6](=[O:16])[CH:7]=[CH:12][C:13]1=[O:14]. The yield is 0.960.